This data is from Reaction yield outcomes from USPTO patents with 853,638 reactions. The task is: Predict the reaction yield, written as a fraction of the theoretical maximum amount of product (1.0 means a 100% yield; for example, 0.34 means a 34% yield). (1) The reactants are Br[CH2:2][C:3]([N:5]1[CH2:11][C:10]2[CH:12]=[CH:13][CH:14]=[CH:15][C:9]=2[O:8][C:7]2[CH:16]=[CH:17][CH:18]=[CH:19][C:6]1=2)=[O:4].[OH:20][C:21]1[CH:30]=[CH:29][C:24]([C:25]([O:27][CH3:28])=[O:26])=[CH:23][CH:22]=1.C(=O)([O-])[O-].[Cs+].[Cs+]. The catalyst is C(#N)C.C(OCC)(=O)C. The product is [CH:12]1[C:10]2[CH2:11][N:5]([C:3](=[O:4])[CH2:2][O:20][C:21]3[CH:22]=[CH:23][C:24]([C:25]([O:27][CH3:28])=[O:26])=[CH:29][CH:30]=3)[C:6]3[CH:19]=[CH:18][CH:17]=[CH:16][C:7]=3[O:8][C:9]=2[CH:15]=[CH:14][CH:13]=1. The yield is 0.320. (2) The reactants are C1(P(C2C=CC=CC=2)C2C=CC=CC=2)C=CC=CC=1.BrN1C(=O)CCC1=O.[CH3:28][S:29]([C:32]1[CH:33]=[C:34]([CH:42]([CH2:46][CH:47]2[CH2:51][CH2:50][CH2:49][CH2:48]2)[C:43](O)=[O:44])[CH:35]=[CH:36][C:37]=1[S:38]([CH3:41])(=[O:40])=[O:39])(=[O:31])=[O:30].[NH2:52][C:53]1[CH:58]=[CH:57][CH:56]=[CH:55][N:54]=1. The catalyst is C(Cl)Cl. The product is [CH3:28][S:29]([C:32]1[CH:33]=[C:34]([CH:42]([CH2:46][CH:47]2[CH2:48][CH2:49][CH2:50][CH2:51]2)[C:43]([NH:52][C:53]2[CH:58]=[CH:57][CH:56]=[CH:55][N:54]=2)=[O:44])[CH:35]=[CH:36][C:37]=1[S:38]([CH3:41])(=[O:40])=[O:39])(=[O:31])=[O:30]. The yield is 0.490. (3) The reactants are [Cl:1][CH2:2][C:3]([NH:5][C:6]([CH:9]1[CH2:14][CH2:13][CH:12]([C:15]2[S:16][C:17]([C:20]3[CH:25]=[CH:24][C:23]([NH:26][C:27]([NH:29][C:30]4[CH:35]=[C:34](F)[C:33]([F:37])=[CH:32][C:31]=4[F:38])=[O:28])=[CH:22][CH:21]=3)=[CH:18][N:19]=2)[CH2:11][CH2:10]1)([CH3:8])[CH3:7])=[O:4].FC1C=C(F)C=CC=1NC(NC1C=CC(C2SC(C3CCC(C(O)(C)C)CC3)=NC=2)=CC=1)=O.ClCC#N. No catalyst specified. The product is [Cl:1][CH2:2][C:3]([NH:5][C:6]([CH:9]1[CH2:14][CH2:13][CH:12]([C:15]2[S:16][C:17]([C:20]3[CH:25]=[CH:24][C:23]([NH:26][C:27]([NH:29][C:30]4[CH:35]=[CH:34][C:33]([F:37])=[CH:32][C:31]=4[F:38])=[O:28])=[CH:22][CH:21]=3)=[CH:18][N:19]=2)[CH2:11][CH2:10]1)([CH3:8])[CH3:7])=[O:4]. The yield is 0.620. (4) The reactants are [CH2:1]1[C:5]2=[C:6]3[C:11](=[CH:12][CH:13]=[C:4]2[NH:3][C:2]1=[O:14])[N:10]=[CH:9][CH:8]=[CH:7]3.[NH2:15][C:16]1[CH:17]=[C:18]([CH:21]=[CH:22][CH:23]=1)[C:19]#[N:20].[C:24](O)(=O)C. No catalyst specified. The product is [O:14]=[C:2]1[NH:3][C:4]2[C:5](=[C:6]3[C:11](=[CH:12][CH:13]=2)[N:10]=[CH:9][CH:8]=[CH:7]3)/[C:1]/1=[CH:24]/[NH:15][C:16]1[CH:17]=[C:18]([CH:21]=[CH:22][CH:23]=1)[C:19]#[N:20]. The yield is 0.780.